This data is from Reaction yield outcomes from USPTO patents with 853,638 reactions. The task is: Predict the reaction yield, written as a fraction of the theoretical maximum amount of product (1.0 means a 100% yield; for example, 0.34 means a 34% yield). (1) The catalyst is [Pd].C(O)C.O. The yield is 0.938. The product is [CH3:15][S:16]([OH:19])(=[O:18])=[O:17].[NH2:1][C:2]1[CH:7]=[CH:6][C:5]([NH2:8])=[CH:4][C:3]=1[S:11]([NH2:14])(=[O:12])=[O:13]. The reactants are [NH2:1][C:2]1[CH:7]=[CH:6][C:5]([N+:8]([O-])=O)=[CH:4][C:3]=1[S:11]([NH2:14])(=[O:13])=[O:12].[CH3:15][S:16]([OH:19])(=[O:18])=[O:17]. (2) The reactants are [CH3:1][C:2]1[N:6]=[C:5]([CH3:7])[S:4][C:3]=1/[CH:8]=[CH:9]/[C:10](N(C)C)=O.Cl.OC[C:18]1[CH:23]=[CH:22][C:21]([NH:24][C:25]([NH2:27])=[NH:26])=[CH:20][CH:19]=1.[OH-].[Na+].[O:30](CCO)[CH3:31]. No catalyst specified. The product is [CH3:7][C:5]1[S:4][C:3]([C:8]2[CH:9]=[CH:10][N:26]=[C:25]([NH:24][C:21]3[CH:22]=[C:23]([CH2:31][OH:30])[CH:18]=[CH:19][CH:20]=3)[N:27]=2)=[C:2]([CH3:1])[N:6]=1. The yield is 0.700.